This data is from Forward reaction prediction with 1.9M reactions from USPTO patents (1976-2016). The task is: Predict the product of the given reaction. (1) Given the reactants [CH:1]1[N:9]([C@H:10]2[CH:14]=[CH:13][C@@H:12]([CH2:15][OH:16])[CH2:11]2)[C:8]2[N:7]=[C:6]([NH2:17])[N:5]=[C:4]([NH:18][CH:19]3[CH2:21][CH2:20]3)[C:3]=2[N:2]=1.[C:22]([OH:35])(=[O:34])/[CH:23]=[CH:24]/[C:25]1[CH:33]=[CH:32][C:30]([OH:31])=[C:27]([O:28][CH3:29])[CH:26]=1, predict the reaction product. The product is: [CH:1]1[N:9]([C@H:10]2[CH:14]=[CH:13][C@@H:12]([CH2:15][OH:16])[CH2:11]2)[C:8]2[N:7]=[C:6]([NH2:17])[N:5]=[C:4]([NH:18][CH:19]3[CH2:20][CH2:21]3)[C:3]=2[N:2]=1.[C:22]([O-:35])(=[O:34])/[CH:23]=[CH:24]/[C:25]1[CH:33]=[CH:32][C:30]([OH:31])=[C:27]([O:28][CH3:29])[CH:26]=1. (2) Given the reactants C([Li])CCC.C(NC(C)C)(C)C.[C:13]1([CH2:19][C:20]#N)[CH:18]=[CH:17][CH:16]=[CH:15][CH:14]=1.CN(P([N:30]([CH3:32])C)(N(C)C)=O)C.ClC[C:35]1[C:44]2[C:39](=[CH:40][CH:41]=[CH:42][CH:43]=2)[CH:38]=[CH:37][CH:36]=1, predict the reaction product. The product is: [C:43]1([CH2:20][CH2:19][C:13]2[CH:14]=[CH:15][CH:16]=[CH:17][C:18]=2[C:32]#[N:30])[C:44]2[C:39](=[CH:38][CH:37]=[CH:36][CH:35]=2)[CH:40]=[CH:41][CH:42]=1. (3) Given the reactants [F:1][C:2]1[C:3]([NH:9][CH2:10][C:11]2([CH3:17])[CH2:16][CH2:15][O:14][CH2:13][CH2:12]2)=[N:4][C:5](F)=[CH:6][CH:7]=1.[CH3:18][O-:19].[Na+], predict the reaction product. The product is: [F:1][C:2]1[C:3]([NH:9][CH2:10][C:11]2([CH3:17])[CH2:16][CH2:15][O:14][CH2:13][CH2:12]2)=[N:4][C:5]([O:19][CH3:18])=[CH:6][CH:7]=1. (4) The product is: [F:35][C:34]([F:37])([F:36])[S:31]([O:13][C:12]1[CH:11]=[C:10]2[C:5]([CH2:6][CH2:7][N:8]3[CH:16]=[N:15][CH:14]=[C:9]32)=[CH:4][C:3]=1[O:2][CH3:1])(=[O:33])=[O:32]. Given the reactants [CH3:1][O:2][C:3]1[CH:4]=[C:5]2[C:10](=[CH:11][C:12]=1[OH:13])[C:9]1=[CH:14][N:15]=[CH:16][N:8]1[CH2:7][CH2:6]2.C(N(CC)CC)C.C1C=CC(N([S:31]([C:34]([F:37])([F:36])[F:35])(=[O:33])=[O:32])[S:31]([C:34]([F:37])([F:36])[F:35])(=[O:33])=[O:32])=CC=1, predict the reaction product.